This data is from Catalyst prediction with 721,799 reactions and 888 catalyst types from USPTO. The task is: Predict which catalyst facilitates the given reaction. (1) Reactant: [CH3:1][C:2]1[N:6]2[N:7]=[C:8](/[CH:11]=[CH:12]/[C:13]3[N:17]([CH3:18])[N:16]=[C:15]([N:19]4[CH2:23][CH2:22][CH2:21][CH2:20]4)[N:14]=3)[CH:9]=[CH:10][C:5]2=[N:4][C:3]=1[C:24]([F:27])([F:26])[F:25]. Product: [CH3:1][C:2]1[N:6]2[N:7]=[C:8]([CH2:11][CH2:12][C:13]3[N:17]([CH3:18])[N:16]=[C:15]([N:19]4[CH2:20][CH2:21][CH2:22][CH2:23]4)[N:14]=3)[CH:9]=[CH:10][C:5]2=[N:4][C:3]=1[C:24]([F:27])([F:25])[F:26]. The catalyst class is: 171. (2) Reactant: Cl.[CH3:2][O:3][C:4]1[C:5]2[N:12]=[C:11]([NH:13][C:14]([N:16]3[CH2:21][CH2:20][NH:19][CH2:18][CH2:17]3)=[O:15])[S:10][C:6]=2[N:7]=[CH:8][N:9]=1.[F:22][C:23]1[CH:30]=[CH:29][C:26]([CH2:27]Cl)=[CH:25][C:24]=1[C:31]([F:34])([F:33])[F:32].C(N(CC)CC)C.[OH2:42]. Product: [CH3:2][O:3][C:4]1[C:5]2[N:12]=[C:11]([NH:13][C:14]([N:16]3[CH2:17][CH2:18][N:19]([C:27](=[O:42])[C:26]4[CH:29]=[CH:30][C:23]([F:22])=[C:24]([C:31]([F:34])([F:33])[F:32])[CH:25]=4)[CH2:20][CH2:21]3)=[O:15])[S:10][C:6]=2[N:7]=[CH:8][N:9]=1. The catalyst class is: 2. (3) Reactant: [NH:1]1[CH:5]=[CH:4][N:3]=[C:2]1[CH2:6][N:7]([CH2:15][C:16]1[CH:23]=[CH:22][C:19]([CH:20]=O)=[CH:18][CH:17]=1)[CH2:8][C:9]1[N:10]([CH3:14])[CH:11]=[CH:12][N:13]=1.[CH2:24]([N:27]([CH2:33][CH2:34][CH3:35])[CH2:28][CH2:29][CH2:30][CH2:31][NH2:32])[CH2:25][CH3:26].C(OC)(OC)OC. Product: [NH:1]1[CH:5]=[CH:4][N:3]=[C:2]1[CH2:6][N:7]([CH2:15][C:16]1[CH:23]=[CH:22][C:19]([CH:20]=[N:32][CH2:31][CH2:30][CH2:29][CH2:28][N:27]([CH2:33][CH2:34][CH3:35])[CH2:24][CH2:25][CH3:26])=[CH:18][CH:17]=1)[CH2:8][C:9]1[N:10]([CH3:14])[CH:11]=[CH:12][N:13]=1. The catalyst class is: 5. (4) Reactant: C[O:2][C:3]([C:5]1[C:10]([F:11])=[C:9]([F:12])[C:8]([C:13]2[CH:18]=[CH:17][C:16]([C:19]([CH3:27])([CH3:26])[O:20][SiH2:21][C:22]([CH3:25])([CH3:24])[CH3:23])=[CH:15][CH:14]=2)=[C:7]([F:28])[C:6]=1[F:29])=[O:4].[OH-].[Na+]. Product: [C:22]([SiH2:21][O:20][C:19]([CH3:27])([CH3:26])[C:16]1[CH:17]=[CH:18][C:13]([C:8]2[C:7]([F:28])=[C:6]([F:29])[C:5]([C:3]([OH:4])=[O:2])=[C:10]([F:11])[C:9]=2[F:12])=[CH:14][CH:15]=1)([CH3:25])([CH3:23])[CH3:24]. The catalyst class is: 7. (5) Reactant: [N:1]1([C:7]2[C:8]3[S:22][CH:21]=[CH:20][C:9]=3[N:10]=[C:11]([C:13]3[CH:14]=[C:15]([OH:19])[CH:16]=[CH:17][CH:18]=3)[N:12]=2)[CH2:6][CH2:5][O:4][CH2:3][CH2:2]1.N1C=CN=C1.[Si:28](Cl)([C:31]([CH3:34])([CH3:33])[CH3:32])([CH3:30])[CH3:29]. Product: [C:31]([Si:28]([CH3:30])([CH3:29])[O:19][C:15]1[CH:14]=[C:13]([C:11]2[N:12]=[C:7]([N:1]3[CH2:6][CH2:5][O:4][CH2:3][CH2:2]3)[C:8]3[S:22][CH:21]=[CH:20][C:9]=3[N:10]=2)[CH:18]=[CH:17][CH:16]=1)([CH3:34])([CH3:33])[CH3:32]. The catalyst class is: 3. (6) Reactant: CS(O[CH2:6][C@H:7]1[CH2:12][N:11]([S:13]([C:16]2[S:17][CH:18]=[CH:19][CH:20]=2)(=[O:15])=[O:14])[CH2:10][CH2:9][N:8]1[C:21]1[CH:26]=[CH:25][C:24]([C:27]([OH:33])([CH3:32])[C:28]([F:31])([F:30])[F:29])=[CH:23][CH:22]=1)(=O)=O.[NH:34]1[C:42]2[C:37](=[CH:38][CH:39]=[CH:40][N:41]=2)[CH:36]=[CH:35]1.C(=O)([O-])[O-].[Cs+].[Cs+]. Product: [N:34]1([CH2:6][C@H:7]2[CH2:12][N:11]([S:13]([C:16]3[S:17][CH:18]=[CH:19][CH:20]=3)(=[O:14])=[O:15])[CH2:10][CH2:9][N:8]2[C:21]2[CH:22]=[CH:23][C:24]([C:27]([OH:33])([CH3:32])[C:28]([F:29])([F:30])[F:31])=[CH:25][CH:26]=2)[C:42]2=[N:41][CH:40]=[CH:39][CH:38]=[C:37]2[CH:36]=[CH:35]1. The catalyst class is: 47. (7) Reactant: [N:1]1[CH:2]=[N:3][N:4]2[CH:9]=[C:8]([C:10](=O)[C:11]([C:13]3[CH:18]=[CH:17][CH:16]=[C:15]([CH3:19])[N:14]=3)=O)[CH:7]=[CH:6][C:5]=12.C([O-])(O)=O.[Na+].CO[C:28]([CH3:31])([CH3:30])[CH3:29]. Product: [N:1]1[CH:2]=[N:3][N:4]2[CH:9]=[C:8]([C:10]3[N:1]=[C:5]([CH2:29][C:28]4[CH:31]=[C:11]([CH:10]=[CH:8][CH:30]=4)[C:13]#[N:14])[NH:4][C:11]=3[C:13]3[CH:18]=[CH:17][CH:16]=[C:15]([CH3:19])[N:14]=3)[CH:7]=[CH:6][C:5]=12. The catalyst class is: 5.